This data is from Full USPTO retrosynthesis dataset with 1.9M reactions from patents (1976-2016). The task is: Predict the reactants needed to synthesize the given product. (1) The reactants are: F[C:2]1[CH:3]=[N:4][C:5]2[C:10]([N:11]=1)=[C:9]([C:12]1[NH:20][C:19]3[CH2:18][CH2:17][NH:16][C:15](=[O:21])[C:14]=3[CH:13]=1)[CH:8]=[CH:7][CH:6]=2.[CH2:22]([NH:24][C:25]([CH3:28])([CH3:27])[CH3:26])[CH3:23]. Given the product [C:25]([N:24]([CH2:22][CH3:23])[C:2]1[CH:3]=[N:4][C:5]2[C:10]([N:11]=1)=[C:9]([C:12]1[NH:20][C:19]3[CH2:18][CH2:17][NH:16][C:15](=[O:21])[C:14]=3[CH:13]=1)[CH:8]=[CH:7][CH:6]=2)([CH3:28])([CH3:27])[CH3:26], predict the reactants needed to synthesize it. (2) Given the product [CH3:3][CH:2]([NH:4][C:5]([C:7]1[S:8][CH:9]=[C:10]([S:13]([Cl:12])(=[O:15])=[O:14])[CH:11]=1)=[O:6])[CH3:1].[CH3:3][CH:2]([NH:4][C:5]([C:7]1[S:8][C:9]([S:13]([Cl:12])(=[O:16])=[O:14])=[CH:10][CH:11]=1)=[O:6])[CH3:1], predict the reactants needed to synthesize it. The reactants are: [CH3:1][CH:2]([NH:4][C:5]([C:7]1[S:8][CH:9]=[CH:10][CH:11]=1)=[O:6])[CH3:3].[Cl:12][S:13]([OH:16])(=[O:15])=[O:14]. (3) Given the product [CH2:1]([N:3]1[C:11]2[CH:10]=[C:9]([C:12]([NH2:32])=[O:14])[N:8]=[C:7]([C:16]3[CH:21]=[CH:20][CH:19]=[C:18]([C:22]#[C:23][C@:24]4([OH:31])[CH2:28][CH2:27][N:26]([CH3:29])[C:25]4=[O:30])[CH:17]=3)[C:6]=2[CH:5]=[N:4]1)[CH3:2], predict the reactants needed to synthesize it. The reactants are: [CH2:1]([N:3]1[C:11]2[CH:10]=[C:9]([C:12]([O:14]C)=O)[N:8]=[C:7]([C:16]3[CH:21]=[CH:20][CH:19]=[C:18]([C:22]#[C:23][C@:24]4([OH:31])[CH2:28][CH2:27][N:26]([CH3:29])[C:25]4=[O:30])[CH:17]=3)[C:6]=2[CH:5]=[N:4]1)[CH3:2].[NH3:32]. (4) Given the product [CH3:1][O:2][C:3]1[CH:12]=[CH:11][CH:10]=[C:9]2[C:4]=1[CH2:5][CH2:6][CH:7]([N:15]([CH3:16])[CH3:14])[CH2:8]2, predict the reactants needed to synthesize it. The reactants are: [CH3:1][O:2][C:3]1[CH:12]=[CH:11][CH:10]=[C:9]2[C:4]=1[CH2:5][CH2:6][C:7](=O)[CH2:8]2.[CH3:14][NH:15][CH3:16].CC(O)=O.[BH-](OC(C)=O)(OC(C)=O)OC(C)=O.[Na+].C([O-])(O)=O.[Na+]. (5) Given the product [Cl:8][C:4]1[CH:3]=[CH:2][N:7]=[C:6]([NH:13][C:12]2[CH:14]=[CH:15][C:16]([F:17])=[C:10]([F:9])[CH:11]=2)[N:5]=1, predict the reactants needed to synthesize it. The reactants are: Cl[C:2]1[N:7]=[CH:6][N:5]=[C:4]([Cl:8])[CH:3]=1.[F:9][C:10]1[CH:11]=[C:12]([CH:14]=[CH:15][C:16]=1[F:17])[NH2:13].